Dataset: Catalyst prediction with 721,799 reactions and 888 catalyst types from USPTO. Task: Predict which catalyst facilitates the given reaction. (1) Reactant: [CH3:1][O:2][C:3]1[C:8]([NH:9][C:10]2[N:15]=[C:14](SC#N)[C:13]([N+:19]([O-:21])=[O:20])=[CH:12][N:11]=2)=[CH:7][CH:6]=[CH:5][N:4]=1.[O:22]1[CH2:27][CH2:26][CH2:25][CH:24]([NH2:28])[CH2:23]1.C(N(CC)C(C)C)(C)C. Product: [CH3:1][O:2][C:3]1[C:8]([NH:9][C:10]2[N:15]=[C:14]([NH:28][CH:24]3[CH2:25][CH2:26][CH2:27][O:22][CH2:23]3)[C:13]([N+:19]([O-:21])=[O:20])=[CH:12][N:11]=2)=[CH:7][CH:6]=[CH:5][N:4]=1. The catalyst class is: 7. (2) Reactant: [N:1]1[CH:6]=[CH:5][CH:4]=[C:3](B(O)O)[CH:2]=1.I[C:11]1[CH:16]=[CH:15][C:14]([N+:17]([O-:19])=[O:18])=[CH:13][CH:12]=1.C([O-])([O-])=O.[Na+].[Na+].CCOC(C)=O. Product: [N+:17]([C:14]1[CH:15]=[CH:16][C:11]([C:3]2[CH:2]=[N:1][CH:6]=[CH:5][CH:4]=2)=[CH:12][CH:13]=1)([O-:19])=[O:18]. The catalyst class is: 551. (3) Reactant: [CH3:1][Si:2]([CH3:9])([CH3:8])[NH:3][Si:4]([CH3:7])([CH3:6])[CH3:5].[Li:10]CCCC. Product: [CH3:1][Si:2]([CH3:9])([CH3:8])[N-:3][Si:4]([CH3:7])([CH3:6])[CH3:5].[Li+:10]. The catalyst class is: 134. (4) Reactant: Cl[CH2:2][CH2:3][CH2:4][CH:5]1[O:9][CH2:8][CH2:7][O:6]1.[C-:10]#[N:11].[Na+].[I-].[Na+].O. The catalyst class is: 3. Product: [O:6]1[CH2:7][CH2:8][O:9][CH:5]1[CH2:4][CH2:3][CH2:2][C:10]#[N:11]. (5) Reactant: O[C:2]1[CH:7]=[C:6]([C:8]2[CH:13]=[CH:12][CH:11]=[C:10]([C:14]([F:17])([F:16])[F:15])[CH:9]=2)[N:5]=[C:4]([C:18]([NH2:20])=O)[N:3]=1.P(Cl)(Cl)([Cl:23])=O. Product: [Cl:23][C:2]1[CH:7]=[C:6]([C:8]2[CH:13]=[CH:12][CH:11]=[C:10]([C:14]([F:17])([F:16])[F:15])[CH:9]=2)[N:5]=[C:4]([C:18]#[N:20])[N:3]=1. The catalyst class is: 13. (6) Reactant: [CH:1]1([C:7]2[S:17][C:10]3[N:11]=[C:12]([CH3:16])[NH:13][C:14](=O)[C:9]=3[CH:8]=2)[CH2:6][CH2:5][CH2:4][CH2:3][CH2:2]1.C1(C)C=CC=CC=1.P(Cl)(Cl)([Cl:27])=O. Product: [Cl:27][C:14]1[C:9]2[CH:8]=[C:7]([CH:1]3[CH2:6][CH2:5][CH2:4][CH2:3][CH2:2]3)[S:17][C:10]=2[N:11]=[C:12]([CH3:16])[N:13]=1. The catalyst class is: 3. (7) Product: [CH3:1][C:2]1[C:7]2=[N:8][CH:9]=[C:10]([C:13]3[NH:14][N:15]=[N:16][N:17]=3)[C:11](=[O:12])[N:6]2[CH:5]=[CH:4][CH:3]=1. Reactant: [CH3:1][C:2]1[C:7]2=[N:8][CH:9]=[C:10]([C:13]3[N-:14][N:15]=[N:16][N:17]=3)[C:11](=[O:12])[N:6]2[CH:5]=[CH:4][CH:3]=1.[K+].[OH-].[K+]. The catalyst class is: 223. (8) Reactant: [CH2:1]([NH:8][C:9]1[CH:10]=[C:11]([N:15]2[CH2:19][CH2:18][NH:17][C:16]2=[O:20])[CH:12]=[CH:13][CH:14]=1)[C:2]1[CH:7]=[CH:6][CH:5]=[CH:4][CH:3]=1.[C:21]1([S:27](Cl)(=[O:29])=[O:28])[CH:26]=[CH:25][CH:24]=[CH:23][CH:22]=1.N1C=CC=CC=1. Product: [CH2:1]([N:8]([C:9]1[CH:14]=[CH:13][CH:12]=[C:11]([N:15]2[CH2:19][CH2:18][NH:17][C:16]2=[O:20])[CH:10]=1)[S:27]([C:21]1[CH:26]=[CH:25][CH:24]=[CH:23][CH:22]=1)(=[O:29])=[O:28])[C:2]1[CH:3]=[CH:4][CH:5]=[CH:6][CH:7]=1. The catalyst class is: 4.